From a dataset of Peptide-MHC class I binding affinity with 185,985 pairs from IEDB/IMGT. Regression. Given a peptide amino acid sequence and an MHC pseudo amino acid sequence, predict their binding affinity value. This is MHC class I binding data. (1) The peptide sequence is IHKPRPPAT. The binding affinity (normalized) is 0.0847. The MHC is HLA-B40:01 with pseudo-sequence HLA-B40:01. (2) The peptide sequence is SPCKIPFEIM. The MHC is HLA-B07:02 with pseudo-sequence HLA-B07:02. The binding affinity (normalized) is 0.766.